This data is from Reaction yield outcomes from USPTO patents with 853,638 reactions. The task is: Predict the reaction yield, written as a fraction of the theoretical maximum amount of product (1.0 means a 100% yield; for example, 0.34 means a 34% yield). (1) The reactants are [CH3:1][O:2][C:3]1[CH:4]=[C:5]2[C:10](=[CH:11][C:12]=1[O:13][CH3:14])[N:9]=[CH:8][CH:7]=[C:6]2[O:15][C:16]1[CH:21]=[CH:20][C:19]([OH:22])=[CH:18][C:17]=1[C:23](=[O:25])[CH3:24].[CH2:26](I)[CH2:27][CH3:28].C(=O)([O-])[O-].[K+].[K+]. The catalyst is CN(C)C=O. The product is [CH3:1][O:2][C:3]1[CH:4]=[C:5]2[C:10](=[CH:11][C:12]=1[O:13][CH3:14])[N:9]=[CH:8][CH:7]=[C:6]2[O:15][C:16]1[CH:21]=[CH:20][C:19]([O:22][CH2:26][CH2:27][CH3:28])=[CH:18][C:17]=1[C:23](=[O:25])[CH3:24]. The yield is 0.260. (2) The reactants are [C:1]1([N:7]2[C:12](=[O:13])[C:11]3[S:14][CH:15]=[C:16]([C:17]4[CH:22]=[CH:21][CH:20]=[CH:19][CH:18]=4)[C:10]=3[N:9]=[CH:8]2)[CH:6]=[CH:5]C=CC=1.N[C:24]1C(C2C=CC=CC=2)=CSC=1C(OC)=O.C(OCC)(OCC)OCC.C(N)C(C)C. The catalyst is C(O)(=O)C. The product is [CH2:1]([N:7]1[C:12](=[O:13])[C:11]2[S:14][CH:15]=[C:16]([C:17]3[CH:18]=[CH:19][CH:20]=[CH:21][CH:22]=3)[C:10]=2[N:9]=[CH:8]1)[CH:6]([CH3:5])[CH3:24]. The yield is 0.570. (3) The reactants are [F:1][C:2]1[C:3]([CH:11]=[O:12])=[CH:4][C:5]2[O:9][CH2:8][O:7][C:6]=2[CH:10]=1.[BH4-].[Na+]. The catalyst is CO.CCOC(C)=O. The product is [F:1][C:2]1[C:3]([CH2:11][OH:12])=[CH:4][C:5]2[O:9][CH2:8][O:7][C:6]=2[CH:10]=1. The yield is 0.920. (4) The reactants are [N+:1]([C:4]1[CH:5]=[CH:6][C:7]([C:10]2[CH:15]=[C:14]([O:16][CH3:17])[C:13]([O:18][CH3:19])=[C:12]([O:20][CH3:21])[CH:11]=2)=[N:8][CH:9]=1)([O-])=O. The catalyst is CO.C(OCC)(=O)C.[Pd]. The product is [NH2:1][C:4]1[CH:5]=[CH:6][C:7]([C:10]2[CH:11]=[C:12]([O:20][CH3:21])[C:13]([O:18][CH3:19])=[C:14]([O:16][CH3:17])[CH:15]=2)=[N:8][CH:9]=1. The yield is 0.930. (5) The reactants are N(C(OC(C)C)=O)=NC(OC(C)C)=O.[OH:15][C:16]1[CH:21]=[CH:20][C:19]([C@@H:22]2[O:27][CH2:26][CH2:25][N:24]([C:28]([O:30][C:31]([CH3:34])([CH3:33])[CH3:32])=[O:29])[CH2:23]2)=[CH:18][CH:17]=1.C1(P(C2C=CC=CC=2)C2C=CC=CC=2)C=CC=CC=1.[Br:54][CH2:55][CH2:56][CH2:57]O. The catalyst is O1CCCC1. The product is [Br:54][CH2:55][CH2:56][CH2:57][O:15][C:16]1[CH:21]=[CH:20][C:19]([C@@H:22]2[O:27][CH2:26][CH2:25][N:24]([C:28]([O:30][C:31]([CH3:34])([CH3:33])[CH3:32])=[O:29])[CH2:23]2)=[CH:18][CH:17]=1. The yield is 1.00. (6) The reactants are FC(F)(F)C1C=C(N[C:10](=[O:29])[NH:11][C:12]2[CH:17]=[CH:16][C:15]([C:18]3SC(CCC(OC)=O)=NC=3)=[CH:14][CH:13]=2)C=CC=1.[NH2:32][C:33]1[CH:38]=[CH:37][C:36]([C:39]2[S:43][C:42]([CH2:44][CH2:45][CH2:46][C:47]([O:49][CH3:50])=[O:48])=[N:41][N:40]=2)=[CH:35][CH:34]=1.N(C1C=CC(C)=CC=1)=C=O. No catalyst specified. The product is [C:15]1([CH3:18])[CH:16]=[CH:17][C:12]([NH:11][C:10](=[O:29])[NH:32][C:33]2[CH:34]=[CH:35][C:36]([C:39]3[S:43][C:42]([CH2:44][CH2:45][CH2:46][C:47]([O:49][CH3:50])=[O:48])=[N:41][N:40]=3)=[CH:37][CH:38]=2)=[CH:13][CH:14]=1. The yield is 0.840. (7) The reactants are [NH2:1][C:2]1[N:7]=[CH:6][N:5]=[C:4]2[N:8]([C@@H:25]3[CH2:30][CH2:29][CH2:28][N:27](C(OC(C)(C)C)=O)[CH2:26]3)[N:9]=[C:10]([C:11]3[CH:16]=[CH:15][C:14]([O:17][C:18]4[CH:23]=[CH:22][CH:21]=[C:20]([F:24])[CH:19]=4)=[CH:13][CH:12]=3)[C:3]=12.FC(F)(F)C(O)=O. The catalyst is ClCCl. The product is [F:24][C:20]1[CH:19]=[C:18]([CH:23]=[CH:22][CH:21]=1)[O:17][C:14]1[CH:15]=[CH:16][C:11]([C:10]2[C:3]3[C:4](=[N:5][CH:6]=[N:7][C:2]=3[NH2:1])[N:8]([C@@H:25]3[CH2:30][CH2:29][CH2:28][NH:27][CH2:26]3)[N:9]=2)=[CH:12][CH:13]=1. The yield is 0.860. (8) The reactants are N[C:2]1[N:11]=[CH:10][C:9]2[CH2:8][CH2:7][C:6]3[C:12]([C:16]([O:18][CH2:19][CH3:20])=[O:17])=[N:13][N:14]([CH3:15])[C:5]=3[C:4]=2[N:3]=1.[I-:21].[Cs+].II.N(OCCC(C)C)=O. The catalyst is C(COC)OC.[Cu](I)I. The product is [I:21][C:2]1[N:11]=[CH:10][C:9]2[CH2:8][CH2:7][C:6]3[C:12]([C:16]([O:18][CH2:19][CH3:20])=[O:17])=[N:13][N:14]([CH3:15])[C:5]=3[C:4]=2[N:3]=1. The yield is 0.460.